From a dataset of Reaction yield outcomes from USPTO patents with 853,638 reactions. Predict the reaction yield, written as a fraction of the theoretical maximum amount of product (1.0 means a 100% yield; for example, 0.34 means a 34% yield). (1) The reactants are Cl[C:2]1[N:7]=[C:6]([C:8]([O:10][CH3:11])=[O:9])[CH:5]=[C:4]([CH3:12])[N:3]=1.[C:13]1(B(O)O)[CH:18]=[CH:17][CH:16]=[CH:15][CH:14]=1.C(P(C(C)(C)C)C(C)(C)C)(C)(C)C.[F-].[K+]. The catalyst is C1COCC1.C1C=CC(/C=C/C(/C=C/C2C=CC=CC=2)=O)=CC=1.C1C=CC(/C=C/C(/C=C/C2C=CC=CC=2)=O)=CC=1.C1C=CC(/C=C/C(/C=C/C2C=CC=CC=2)=O)=CC=1.[Pd].[Pd].C(OCC)(=O)C. The product is [CH3:12][C:4]1[N:3]=[C:2]([C:13]2[CH:18]=[CH:17][CH:16]=[CH:15][CH:14]=2)[N:7]=[C:6]([C:8]([O:10][CH3:11])=[O:9])[CH:5]=1. The yield is 0.440. (2) The reactants are [C:1]([O:5][C:6]([NH:8][C@@H:9]1[CH2:14][C@H:13]([NH:15][C:16]([O:18][C:19]([CH3:22])([CH3:21])[CH3:20])=[O:17])[CH2:12][NH:11][CH2:10]1)=[O:7])([CH3:4])([CH3:3])[CH3:2].[CH2:23]([O:30][C:31]1[CH:36]=[C:35]([NH:37][C:38]2[N:43]=[C:42](Cl)[N:41]=[C:40](Cl)[N:39]=2)[CH:34]=[CH:33][C:32]=1[NH:46][C:47](=[O:49])[CH3:48])[C:24]1[CH:29]=[CH:28][CH:27]=[CH:26][CH:25]=1. The catalyst is CN(C=O)C. The product is [CH2:23]([O:30][C:31]1[CH:36]=[C:35]([NH:37][C:38]2[N:43]=[C:42]([N:11]3[CH2:12][C@@H:13]([NH:15][C:16]([O:18][C:19]([CH3:22])([CH3:21])[CH3:20])=[O:17])[CH2:14][C@@H:9]([NH:8][C:6]([O:5][C:1]([CH3:4])([CH3:3])[CH3:2])=[O:7])[CH2:10]3)[N:41]=[C:40]([N:11]3[CH2:12][C@@H:13]([NH:15][C:16]([O:18][C:19]([CH3:21])([CH3:22])[CH3:20])=[O:17])[CH2:14][C@@H:9]([NH:8][C:6]([O:5][C:1]([CH3:4])([CH3:3])[CH3:2])=[O:7])[CH2:10]3)[N:39]=2)[CH:34]=[CH:33][C:32]=1[NH:46][C:47](=[O:49])[CH3:48])[C:24]1[CH:29]=[CH:28][CH:27]=[CH:26][CH:25]=1. The yield is 0.950. (3) The reactants are [C:1]1([CH2:7][CH2:8][CH2:9][CH2:10][CH2:11][CH2:12][CH2:13][C:14]([OH:16])=O)[CH:6]=[CH:5][CH:4]=[CH:3][CH:2]=1.C(Cl)(=O)C(Cl)=O.[CH3:23][NH2:24]. The catalyst is C(Cl)Cl. The product is [CH3:23][NH:24][C:14](=[O:16])[CH2:13][CH2:12][CH2:11][CH2:10][CH2:9][CH2:8][CH2:7][C:1]1[CH:6]=[CH:5][CH:4]=[CH:3][CH:2]=1. The yield is 0.830. (4) The reactants are [Cl:1][C:2]1[C:3]([O:9][CH3:10])=[C:4]([CH:6]=[CH:7][CH:8]=1)[NH2:5].[N:11]([O-])=O.[Na+].Cl[Sn]Cl. The catalyst is Cl.O. The product is [Cl:1][C:2]1[C:3]([O:9][CH3:10])=[C:4]([NH:5][NH2:11])[CH:6]=[CH:7][CH:8]=1. The yield is 0.940. (5) The reactants are CC([CH2:4][C:5]([CH3:7])=[O:6])C.[CH2:8]([CH:10]1[O:12][CH2:11]1)Cl.[C:13]12([C:23]3[CH:28]=[C:27]([C:29]45[CH2:38][CH:33]6[CH2:34][CH:35]([CH2:37][CH:31]([CH2:32]6)[CH2:30]4)[CH2:36]5)[C:26]([OH:39])=[CH:25][C:24]=3[OH:40])[CH2:22][CH:17]3[CH2:18][CH:19]([CH2:21][CH:15]([CH2:16]3)[CH2:14]1)[CH2:20]2.[OH-].[Na+]. The catalyst is C(Cl)(Cl)Cl.CS(C)=O. The product is [C:29]12([C:27]3[CH:28]=[C:23]([C:13]45[CH2:20][CH:19]6[CH2:21][CH:15]([CH2:16][CH:17]([CH2:18]6)[CH2:22]4)[CH2:14]5)[C:24]([O:40][CH2:8][CH:10]4[O:12][CH2:11]4)=[CH:25][C:26]=3[O:39][CH2:4][CH:5]3[O:6][CH2:7]3)[CH2:36][CH:35]3[CH2:37][CH:31]([CH2:32][CH:33]([CH2:34]3)[CH2:38]1)[CH2:30]2. The yield is 0.920. (6) The reactants are CCCC[N+](CCCC)(CCCC)CCCC.[F-].[Si]([O:26][CH2:27][CH2:28][CH2:29][N:30]1[C:39]2[C:34](=[CH:35][CH:36]=[CH:37][CH:38]=2)[CH2:33][CH:32]([NH:40][C:41]([C:43]2[NH:47][C:46]3[S:48][C:49]([Cl:51])=[CH:50][C:45]=3[CH:44]=2)=[O:42])[C:31]1=[O:52])(C(C)(C)C)(C)C. The catalyst is C1COCC1. The product is [Cl:51][C:49]1[S:48][C:46]2[NH:47][C:43]([C:41]([NH:40][CH:32]3[CH2:33][C:34]4[C:39](=[CH:38][CH:37]=[CH:36][CH:35]=4)[N:30]([CH2:29][CH2:28][CH2:27][OH:26])[C:31]3=[O:52])=[O:42])=[CH:44][C:45]=2[CH:50]=1. The yield is 0.860. (7) The catalyst is CN(C=O)C. The product is [CH3:1][N:2]([CH3:3])[C:36](=[O:37])[C:35]([NH:34][C:32]([C:31]1[CH:30]=[C:29]([C:26]2[CH:27]=[CH:28][C:18]3[O:17][C:16]([C:13]4[CH:12]=[CH:11][C:10]([F:9])=[CH:15][CH:14]=4)=[C:20]([C:21]([NH:22][CH3:23])=[O:24])[C:19]=3[CH:25]=2)[CH:43]=[CH:42][CH:41]=1)=[O:33])([CH3:39])[CH3:40]. The yield is 0.710. The reactants are [CH3:1][NH:2][CH3:3].C1COCC1.[F:9][C:10]1[CH:15]=[CH:14][C:13]([C:16]2[O:17][C:18]3[CH:28]=[CH:27][C:26]([C:29]4[CH:30]=[C:31]([CH:41]=[CH:42][CH:43]=4)[C:32]([NH:34][C:35]([CH3:40])([CH3:39])[C:36](O)=[O:37])=[O:33])=[CH:25][C:19]=3[C:20]=2[C:21](=[O:24])[NH:22][CH3:23])=[CH:12][CH:11]=1.CN(C(ON1N=NC2C=CC=NC1=2)=[N+](C)C)C.F[P-](F)(F)(F)(F)F.CCN(C(C)C)C(C)C. (8) The reactants are [F:1][C:2]1[CH:7]=[CH:6][C:5]([F:8])=[CH:4][C:3]=1[C@H:9]1[CH2:13][CH2:12][CH2:11][N:10]1[C:14]1[CH:19]=[CH:18][N:17]2[N:20]=[CH:21][C:22]([C:23]3[S:27][C:26]([NH2:28])=[N:25][N:24]=3)=[C:16]2[N:15]=1.[Cl-].[OH2:30]. The catalyst is CN(C=O)C. The product is [F:1][C:2]1[CH:7]=[CH:6][C:5]([F:8])=[CH:4][C:3]=1[C@H:9]1[CH2:13][CH2:12][CH2:11][N:10]1[C:14]1[CH:19]=[CH:18][N:17]2[N:20]=[CH:21][C:22]([C:23]3[S:27][C:26]([NH:28][C:9](=[O:30])[C:3]4[CH:4]=[CH:5][CH:6]=[CH:7][CH:2]=4)=[N:25][N:24]=3)=[C:16]2[N:15]=1. The yield is 0.360. (9) The reactants are C(Cl)(=O)C(Cl)=O.[F:7][C:8]1[CH:29]=[CH:28][C:11]([CH2:12][C:13]2([CH2:26][OH:27])[CH2:18][CH2:17][N:16]([C:19]([O:21][C:22]([CH3:25])([CH3:24])[CH3:23])=[O:20])[CH2:15][CH2:14]2)=[CH:10][CH:9]=1.C(N(CC)C(C)C)(C)C.Cl. The catalyst is C(Cl)Cl.CS(C)=O. The product is [F:7][C:8]1[CH:29]=[CH:28][C:11]([CH2:12][C:13]2([CH:26]=[O:27])[CH2:14][CH2:15][N:16]([C:19]([O:21][C:22]([CH3:25])([CH3:23])[CH3:24])=[O:20])[CH2:17][CH2:18]2)=[CH:10][CH:9]=1. The yield is 0.830.